From a dataset of Antibody paratope prediction from SAbDab with 1,023 antibody chains. Token-level Classification. Given an antibody amino acid sequence, predict which amino acid positions are active in antigen binding. Output is a list of indices for active paratope positions. (1) Given the antibody sequence: EIVLTQSPATLSLSPGERATLSCRASQNVSSFLAWYQHKPGQAPRLLIYDASSRATDIPIRFSGSGSGTDFTLTISGLEPEDFAVYYCQQRRSWPPLTFGGGTKVEIK, which amino acid positions are active in antigen binding (paratope)? The paratope positions are: [95]. (2) Given the antibody sequence: RAHLVQSGTAMKKPGASVRVSCQTSGYTFTAHILFWFRQAPGRGLEWVGWIKPQYGAVNFGGGFRDRVTLTRDVYREIAYMDIRGLKPDDTAVYYCARDRSYGDSSWALDAWGQGTTVVVS, which amino acid positions are active in antigen binding (paratope)? The paratope positions are: [52, 83, 84, 85, 104, 105, 106, 107, 108]. (3) Given the antibody sequence: QVQLVQSGAEVKKPGESLKISCRGSGYRFTSYWINWVRQLPGKGLEWMGRIDPTDSYTNYSPSFKGHVTVSADKSINTAYLQWSSLKASDTGMYYCARLEPGYSSTWSVNWGQGTLVTVSS, which amino acid positions are active in antigen binding (paratope)? The paratope positions are: [52, 83, 84, 85, 104, 105, 106, 107]. (4) Given the antibody sequence: QVQLQESGPGLVRPSQTLSLTCTVSGFTFTDFYMNWVRQPPGRGLEWIGFIRDKAKGYTTEYNPSVKGRVTMLVDTSKNQFSLRLSSVTAADTAVYYCAREGHTAAPFDYWGQGSLVTVSS, which amino acid positions are active in antigen binding (paratope)? The paratope positions are: [52, 53, 54, 85, 86, 87, 106, 107]. (5) Given the antibody sequence: SYVLTQPPSVSVAPGQTARITCGGSNIGSKSVHWYQQKPGQTPMLVIYYDYDRPSGIPERFSGSNSGSTATLTISRVEAGDEADYYCQVWDSSSDHVWVFGGGTTLTVL, which amino acid positions are active in antigen binding (paratope)? The paratope positions are: [94, 95, 96]. (6) Given the antibody sequence: EVQLVESGGGLVQPGGSLRLSCAASGFNVSYSSIHWVRQAPGKGLEWVAYIYPSSGYTSYADSVKGRFTISADTSKNTAYLQMNSLRAEDTAVYYCARSYSTKLAMDYWGQGTLVTVSS, which amino acid positions are active in antigen binding (paratope)? The paratope positions are: [52, 83, 84, 85, 104, 105]. (7) Given the antibody sequence: QVALQESGPGLVKPSQSLSLTCTVTGYSITSDYAWNWIRQFPGNKLEWMGYIRNGGSTTYNPSLASRISITRDTSKNQFFLQLNSVTTEDTATYYCARGGTGFTYWGAGTLVTVSA, which amino acid positions are active in antigen binding (paratope)? The paratope positions are: [31, 53, 83, 84, 85].